From a dataset of Reaction yield outcomes from USPTO patents with 853,638 reactions. Predict the reaction yield, written as a fraction of the theoretical maximum amount of product (1.0 means a 100% yield; for example, 0.34 means a 34% yield). (1) The reactants are [H-].[H-].[H-].[H-].[Li+].[Al+3].C([O:9][C:10](=O)[C:11]([CH3:31])([CH3:30])[CH2:12][CH2:13][CH2:14][O:15][CH2:16][CH2:17][O:18][CH2:19][CH2:20][CH2:21][C:22]([C:25](OCC)=[O:26])([CH3:24])[CH3:23])C. The catalyst is CC(OC)(C)C. The product is [OH:26][CH2:25][C:22]([CH3:24])([CH3:23])[CH2:21][CH2:20][CH2:19][O:18][CH2:17][CH2:16][O:15][CH2:14][CH2:13][CH2:12][C:11]([CH3:31])([CH3:30])[CH2:10][OH:9]. The yield is 0.520. (2) The reactants are [CH3:1][N:2]([CH3:6])[CH2:3][CH:4]=O.[Cl:7][C:8]1[CH:49]=[CH:48][C:11]([CH2:12][NH:13][CH2:14][C:15]([C@:17]23[CH2:43][C:42](=[O:44])[C:41]([CH:45]([CH3:47])[CH3:46])=[C:18]2[C@@H:19]2[C@@:32]([CH3:35])([CH2:33][CH2:34]3)[C@@:31]3([CH3:36])[C@@H:22]([C@:23]4([CH3:40])[C@@H:28]([CH2:29][CH2:30]3)[C:27]([CH3:38])([CH3:37])[C@@H:26]([OH:39])[CH2:25][CH2:24]4)[CH2:21][CH2:20]2)=[O:16])=[CH:10][CH:9]=1.CCN(CC)CC.C([BH3-])#N.[Na+]. The catalyst is CO.ClCCCl.O. The yield is 0.760. The product is [Cl:7][C:8]1[CH:9]=[CH:10][C:11]([CH2:12][N:13]([CH2:4][CH2:3][N:2]([CH3:6])[CH3:1])[CH2:14][C:15]([C@:17]23[CH2:43][C:42](=[O:44])[C:41]([CH:45]([CH3:46])[CH3:47])=[C:18]2[C@@H:19]2[C@@:32]([CH3:35])([CH2:33][CH2:34]3)[C@@:31]3([CH3:36])[C@@H:22]([C@:23]4([CH3:40])[C@@H:28]([CH2:29][CH2:30]3)[C:27]([CH3:37])([CH3:38])[C@@H:26]([OH:39])[CH2:25][CH2:24]4)[CH2:21][CH2:20]2)=[O:16])=[CH:48][CH:49]=1. (3) The reactants are COC1C=CC(C[N:8]([C:22]2[S:23][CH:24]=[CH:25][N:26]=2)[S:9]([C:12]2[CH:13]=[CH:14][C:15]3[NH:20][CH2:19][CH2:18][O:17][C:16]=3[CH:21]=2)(=[O:11])=[O:10])=CC=1.[H-].[Na+].Br[CH2:32][C:33]1[C:34]([C:39]2[CH:44]=[CH:43][CH:42]=[CH:41][CH:40]=2)=[N:35][O:36][C:37]=1[CH3:38]. The catalyst is CN(C=O)C. The product is [CH3:38][C:37]1[O:36][N:35]=[C:34]([C:39]2[CH:40]=[CH:41][CH:42]=[CH:43][CH:44]=2)[C:33]=1[CH2:32][N:20]1[CH2:19][CH2:18][O:17][C:16]2[CH:21]=[C:12]([S:9]([NH:8][C:22]3[S:23][CH:24]=[CH:25][N:26]=3)(=[O:10])=[O:11])[CH:13]=[CH:14][C:15]1=2. The yield is 0.120. (4) The reactants are [Na].C(O)C.[CH2:5]([O:12][C:13]1[CH:18]=[C:17]([O:19][CH2:20][C:21]2[CH:26]=[CH:25][CH:24]=[CH:23][CH:22]=2)[C:16]([Cl:27])=[CH:15][C:14]=1[C:28](=[O:30])[CH3:29])[C:6]1[CH:11]=[CH:10][CH:9]=[CH:8][CH:7]=1.[C:31](OCC)(=[O:37])[C:32]([O:34][CH2:35][CH3:36])=[O:33]. The catalyst is C(O)(=O)C. The product is [CH2:35]([O:34][C:32](=[O:33])[C:31]([OH:37])=[CH:29][C:28]([C:14]1[CH:15]=[C:16]([Cl:27])[C:17]([O:19][CH2:20][C:21]2[CH:26]=[CH:25][CH:24]=[CH:23][CH:22]=2)=[CH:18][C:13]=1[O:12][CH2:5][C:6]1[CH:11]=[CH:10][CH:9]=[CH:8][CH:7]=1)=[O:30])[CH3:36]. The yield is 0.950. (5) The reactants are C[O:2][C:3]([C:5]1[C:9]([F:10])=[C:8]([O:11][CH3:12])[N:7]([C:13]2[CH:18]=[CH:17][CH:16]=[CH:15][C:14]=2[F:19])[N:6]=1)=[O:4].[OH-].[Li+].O.Cl. The product is [F:10][C:9]1[C:5]([C:3]([OH:4])=[O:2])=[N:6][N:7]([C:13]2[CH:18]=[CH:17][CH:16]=[CH:15][C:14]=2[F:19])[C:8]=1[O:11][CH3:12]. The catalyst is O1CCOCC1. The yield is 0.330. (6) The reactants are [CH3:1][O:2][C:3](=[O:27])[C@H:4]([NH:16][C:17]([O:19][CH2:20][C:21]1[CH:26]=[CH:25][CH:24]=[CH:23][CH:22]=1)=[O:18])[CH2:5][C:6]1[CH:15]=[CH:14][C:9]2[NH:10][C:11](=[O:13])[O:12][C:8]=2[CH:7]=1.[Br:28]N1C(=O)CCC1=O. The catalyst is C(O)(=O)C. The product is [CH3:1][O:2][C:3](=[O:27])[C@H:4]([NH:16][C:17]([O:19][CH2:20][C:21]1[CH:22]=[CH:23][CH:24]=[CH:25][CH:26]=1)=[O:18])[CH2:5][C:6]1[C:15]([Br:28])=[CH:14][C:9]2[NH:10][C:11](=[O:13])[O:12][C:8]=2[CH:7]=1. The yield is 0.340. (7) The reactants are [N+:1]([C:4]1[CH:13]=[C:12]2[C:7]([CH2:8][CH2:9][C:10](=O)[CH2:11]2)=[CH:6][CH:5]=1)([O-:3])=[O:2].[CH2:15]([NH2:18])[C:16]#[CH:17]. No catalyst specified. The product is [N+:1]([C:4]1[CH:5]=[CH:6][C:7]2[CH2:8][CH2:9][C:10]3[N:18]=[CH:15][CH:16]=[CH:17][C:11]=3[C:12]=2[CH:13]=1)([O-:3])=[O:2]. The yield is 0.410.